This data is from Catalyst prediction with 721,799 reactions and 888 catalyst types from USPTO. The task is: Predict which catalyst facilitates the given reaction. (1) Reactant: [F:1][C:2]1[CH:7]=[CH:6][C:5]([C:8]2[CH:16]=[C:15]3[C:11]([CH2:12][C:13](=[O:17])[NH:14]3)=[CH:10][CH:9]=2)=[CH:4][CH:3]=1.[CH:18]([C:20]1[NH:21][C:22]([CH3:40])=[C:23]([S:30]([C:33]2[CH:38]=[CH:37][C:36]([CH3:39])=[CH:35][CH:34]=2)(=[O:32])=[O:31])[C:24]=1[CH2:25][CH2:26][C:27]([OH:29])=[O:28])=O.N1CCCCC1. Product: [F:1][C:2]1[CH:3]=[CH:4][C:5]([C:8]2[CH:16]=[C:15]3[C:11](/[C:12](=[CH:18]/[C:20]4[NH:21][C:22]([CH3:40])=[C:23]([S:30]([C:33]5[CH:34]=[CH:35][C:36]([CH3:39])=[CH:37][CH:38]=5)(=[O:31])=[O:32])[C:24]=4[CH2:25][CH2:26][C:27]([OH:29])=[O:28])/[C:13](=[O:17])[NH:14]3)=[CH:10][CH:9]=2)=[CH:6][CH:7]=1. The catalyst class is: 8. (2) Reactant: Cl.Cl.[Cl:3][C:4]1[CH:9]=[CH:8][C:7]([C:10]2[S:18][C:17]3[C:16](=[O:19])[N:15]([CH2:20][CH2:21][C:22]4[CH:27]=[CH:26][C:25]([CH2:28][NH:29][CH3:30])=[CH:24][CH:23]=4)[CH:14]=[N:13][C:12]=3[CH:11]=2)=[CH:6][CH:5]=1.[CH3:31][S:32](Cl)(=[O:34])=[O:33].C(N(CC)CC)C.O1CCCC1. Product: [Cl:3][C:4]1[CH:9]=[CH:8][C:7]([C:10]2[S:18][C:17]3[C:16](=[O:19])[N:15]([CH2:20][CH2:21][C:22]4[CH:23]=[CH:24][C:25]([CH2:28][N:29]([CH3:30])[S:32]([CH3:31])(=[O:34])=[O:33])=[CH:26][CH:27]=4)[CH:14]=[N:13][C:12]=3[CH:11]=2)=[CH:6][CH:5]=1. The catalyst class is: 13. (3) Reactant: [CH:1]1([C:7]2[C:15]3[C:10](=[CH:11][CH:12]=[C:13]([C:16]([O:18]C)=[O:17])[CH:14]=3)[NH:9][C:8]=2[C:20]2[CH:25]=[CH:24][CH:23]=[CH:22][CH:21]=2)[CH2:6][CH2:5][CH2:4][CH2:3][CH2:2]1.[H-].[Na+].[CH2:28](Br)[C:29]1[CH:34]=[CH:33][CH:32]=[CH:31][CH:30]=1.B(Br)(Br)Br. Product: [CH2:28]([N:9]1[C:10]2[C:15](=[CH:14][C:13]([C:16]([OH:18])=[O:17])=[CH:12][CH:11]=2)[C:7]([CH:1]2[CH2:2][CH2:3][CH2:4][CH2:5][CH2:6]2)=[C:8]1[C:20]1[CH:21]=[CH:22][CH:23]=[CH:24][CH:25]=1)[C:29]1[CH:34]=[CH:33][CH:32]=[CH:31][CH:30]=1. The catalyst class is: 1.